Dataset: Merck oncology drug combination screen with 23,052 pairs across 39 cell lines. Task: Regression. Given two drug SMILES strings and cell line genomic features, predict the synergy score measuring deviation from expected non-interaction effect. (1) Drug 1: CN(Cc1cnc2nc(N)nc(N)c2n1)c1ccc(C(=O)NC(CCC(=O)O)C(=O)O)cc1. Drug 2: CNC(=O)c1cc(Oc2ccc(NC(=O)Nc3ccc(Cl)c(C(F)(F)F)c3)cc2)ccn1. Cell line: HT144. Synergy scores: synergy=4.90. (2) Drug 1: Cn1nnc2c(C(N)=O)ncn2c1=O. Drug 2: NC1CCCCC1N.O=C(O)C(=O)O.[Pt+2]. Cell line: HT144. Synergy scores: synergy=-24.3. (3) Drug 1: O=C(CCCCCCC(=O)Nc1ccccc1)NO. Drug 2: COC1CC2CCC(C)C(O)(O2)C(=O)C(=O)N2CCCCC2C(=O)OC(C(C)CC2CCC(OP(C)(C)=O)C(OC)C2)CC(=O)C(C)C=C(C)C(O)C(OC)C(=O)C(C)CC(C)C=CC=CC=C1C. Cell line: UWB1289BRCA1. Synergy scores: synergy=29.1. (4) Drug 1: CS(=O)(=O)CCNCc1ccc(-c2ccc3ncnc(Nc4ccc(OCc5cccc(F)c5)c(Cl)c4)c3c2)o1. Drug 2: Cc1nc(Nc2ncc(C(=O)Nc3c(C)cccc3Cl)s2)cc(N2CCN(CCO)CC2)n1. Cell line: SKMEL30. Synergy scores: synergy=2.17. (5) Drug 1: O=S1(=O)NC2(CN1CC(F)(F)F)C1CCC2Cc2cc(C=CCN3CCC(C(F)(F)F)CC3)ccc2C1. Drug 2: COC1=C2CC(C)CC(OC)C(O)C(C)C=C(C)C(OC(N)=O)C(OC)C=CC=C(C)C(=O)NC(=CC1=O)C2=O. Cell line: EFM192B. Synergy scores: synergy=9.37. (6) Drug 1: CN1C(=O)C=CC2(C)C3CCC4(C)C(NC(=O)OCC(F)(F)F)CCC4C3CCC12. Drug 2: CNC(=O)c1cc(Oc2ccc(NC(=O)Nc3ccc(Cl)c(C(F)(F)F)c3)cc2)ccn1. Cell line: NCIH460. Synergy scores: synergy=13.9. (7) Cell line: PA1. Drug 2: O=C(NOCC(O)CO)c1ccc(F)c(F)c1Nc1ccc(I)cc1F. Drug 1: CCC1(O)CC2CN(CCc3c([nH]c4ccccc34)C(C(=O)OC)(c3cc4c(cc3OC)N(C)C3C(O)(C(=O)OC)C(OC(C)=O)C5(CC)C=CCN6CCC43C65)C2)C1. Synergy scores: synergy=0.117. (8) Drug 1: O=C(NOCC(O)CO)c1ccc(F)c(F)c1Nc1ccc(I)cc1F. Drug 2: CNC(=O)c1cc(Oc2ccc(NC(=O)Nc3ccc(Cl)c(C(F)(F)F)c3)cc2)ccn1. Cell line: UWB1289. Synergy scores: synergy=22.0. (9) Drug 1: O=S1(=O)NC2(CN1CC(F)(F)F)C1CCC2Cc2cc(C=CCN3CCC(C(F)(F)F)CC3)ccc2C1. Drug 2: O=C(CCCCCCC(=O)Nc1ccccc1)NO. Cell line: HCT116. Synergy scores: synergy=-2.64.